From a dataset of Forward reaction prediction with 1.9M reactions from USPTO patents (1976-2016). Predict the product of the given reaction. (1) Given the reactants [CH3:1][O:2][C:3]1[CH:8]=[C:7]([O:9][CH3:10])[C:6]([O:11][CH3:12])=[CH:5][C:4]=1[CH2:13][CH2:14][CH3:15].ClC1C(=O)C(C#N)=C(C#N)C(=O)C=1Cl, predict the reaction product. The product is: [CH3:15]/[CH:14]=[CH:13]/[C:4]1[CH:5]=[C:6]([O:11][CH3:12])[C:7]([O:9][CH3:10])=[CH:8][C:3]=1[O:2][CH3:1]. (2) Given the reactants [CH2:1]([N:3]1[C:11](=[O:12])[C:10]2[N:9]([CH2:13][C:14]3[CH:19]=[CH:18][C:17]([O:20][CH3:21])=[CH:16][CH:15]=3)[CH:8]=[N:7][C:6]=2[NH:5][C:4]1=[O:22])[CH3:2].C(=O)([O-])[O-].[K+].[K+].[C:29]([O:32][CH2:33][CH2:34]Br)(=[O:31])[CH3:30], predict the reaction product. The product is: [C:29]([O:32][CH2:33][CH2:34][N:5]1[C:6]2[N:7]=[CH:8][N:9]([CH2:13][C:14]3[CH:19]=[CH:18][C:17]([O:20][CH3:21])=[CH:16][CH:15]=3)[C:10]=2[C:11](=[O:12])[N:3]([CH2:1][CH3:2])[C:4]1=[O:22])(=[O:31])[CH3:30]. (3) The product is: [C:27]([C@@:15]1([OH:25])[C@@:14]([C:27](=[O:34])[C:28]2[CH:33]=[CH:32][CH:31]=[CH:30][CH:29]=2)([OH:26])[C@H:13]([O:12][C@@H:1]2[O:9][C@H:8]([CH2:10][O:11][C:27](=[O:34])[C:28]3[CH:33]=[CH:32][CH:31]=[CH:30][CH:29]=3)[C@@H:6]([O:7][C:27](=[O:34])[C:28]3[CH:33]=[CH:32][CH:31]=[CH:30][CH:29]=3)[C@H:4]([O:5][C:27](=[O:34])[C:28]3[CH:33]=[CH:32][CH:31]=[CH:30][CH:29]=3)[C@H:2]2[O:3][C:27](=[O:34])[C:28]2[CH:33]=[CH:32][CH:31]=[CH:30][CH:29]=2)[C@@H:22]([CH2:23][O:24][C:27](=[O:34])[C:28]2[CH:33]=[CH:32][CH:31]=[CH:30][CH:29]=2)[O:21][CH:16]1[O:17][CH2:18][CH:19]=[CH2:20])(=[O:34])[C:28]1[CH:33]=[CH:32][CH:31]=[CH:30][CH:29]=1. Given the reactants [C@@H:1]1([O:12][C@@H:13]2[C@@H:22]([CH2:23][OH:24])[O:21][CH:16]([O:17][CH2:18][CH:19]=[CH2:20])[C@H:15]([OH:25])[C@H:14]2[OH:26])[O:9][C@H:8]([CH2:10][OH:11])[C@@H:6]([OH:7])[C@H:4]([OH:5])[C@H:2]1[OH:3].[C:27](Cl)(=[O:34])[C:28]1[CH:33]=[CH:32][CH:31]=[CH:30][CH:29]=1.Cl.CCl, predict the reaction product. (4) Given the reactants [Cl-].O[NH3+:3].[C:4](=[O:7])([O-])[OH:5].[Na+].CS(C)=O.[OH:13][CH:14]([CH2:44][CH3:45])[CH2:15][N:16]1[C:21](=[O:22])[C:20]([CH2:23][C:24]2[CH:29]=[CH:28][C:27]([C:30]3[C:31]([C:36]#[N:37])=[CH:32][CH:33]=[CH:34][CH:35]=3)=[CH:26][CH:25]=2)=[C:19]([CH2:38][CH2:39][CH3:40])[N:18]2[N:41]=[CH:42][N:43]=[C:17]12, predict the reaction product. The product is: [OH:13][CH:14]([CH2:44][CH3:45])[CH2:15][N:16]1[C:21](=[O:22])[C:20]([CH2:23][C:24]2[CH:25]=[CH:26][C:27]([C:30]3[CH:35]=[CH:34][CH:33]=[CH:32][C:31]=3[C:36]3[NH:3][C:4](=[O:7])[O:5][N:37]=3)=[CH:28][CH:29]=2)=[C:19]([CH2:38][CH2:39][CH3:40])[N:18]2[N:41]=[CH:42][N:43]=[C:17]12. (5) Given the reactants F[P-](F)(F)(F)(F)F.[N:8]1(O[P+](N(C)C)(N(C)C)N(C)C)[C:12]2[CH:13]=[CH:14][CH:15]=[CH:16][C:11]=2[N:10]=N1.OC1C2N=N[NH:34]C=2C=CC=1.[Cl-].[NH4+].C(N(C(C)C)CC)(C)C.C(C1N=CC([C:57]2[C:69]3[C:68]4[C:63](=[CH:64][CH:65]=[CH:66][CH:67]=4)[N:62]([C:70]4[CH:78]=[CH:77][C:73]([C:74](O)=[O:75])=[C:72]([NH:79][CH2:80][CH2:81][F:82])[CH:71]=4)[C:61]=3[CH:60]=[CH:59][CH:58]=2)=CC=1)#N, predict the reaction product. The product is: [C:11]([C:16]1[N:8]=[CH:12][C:13]([C:57]2[C:69]3[C:68]4[C:63](=[CH:64][CH:65]=[CH:66][CH:67]=4)[N:62]([C:70]4[CH:78]=[CH:77][C:73]([C:74]([NH2:34])=[O:75])=[C:72]([NH:79][CH2:80][CH2:81][F:82])[CH:71]=4)[C:61]=3[CH:60]=[CH:59][CH:58]=2)=[CH:14][CH:15]=1)#[N:10]. (6) Given the reactants [H-].[Na+].[Br:3][C:4]1[CH:5]=[C:6]2[C:10](=[CH:11][CH:12]=1)[NH:9][CH:8]=[CH:7]2.S(O[CH2:24][CH:25]1[CH2:30][CH2:29][N:28]([C:31]([O:33][CH2:34][C:35]2[CH:40]=[CH:39][CH:38]=[CH:37][CH:36]=2)=[O:32])[CH2:27][CH2:26]1)(C1C=CC(C)=CC=1)(=O)=O.C(OCC)(=O)C.CCCCCC, predict the reaction product. The product is: [Br:3][C:4]1[CH:5]=[C:6]2[C:10](=[CH:11][CH:12]=1)[N:9]([CH2:24][CH:25]1[CH2:30][CH2:29][N:28]([C:31]([O:33][CH2:34][C:35]3[CH:36]=[CH:37][CH:38]=[CH:39][CH:40]=3)=[O:32])[CH2:27][CH2:26]1)[CH:8]=[CH:7]2. (7) Given the reactants CC1C=CC(S(O[CH2:12][CH2:13][CH2:14][C:15]2[C:23]3[C:18](=[CH:19][CH:20]=[C:21]([C:24]#[N:25])[CH:22]=3)[NH:17][CH:16]=2)(=O)=O)=CC=1.[N:26]1([C:32]2[N:37]=[C:36]([C:38]([NH2:40])=[O:39])[CH:35]=[CH:34][N:33]=2)[CH2:31][CH2:30][NH:29][CH2:28][CH2:27]1.C(=O)([O-])[O-].[K+].[K+].[I-].[K+], predict the reaction product. The product is: [C:24]([C:21]1[CH:22]=[C:23]2[C:18](=[CH:19][CH:20]=1)[NH:17][CH:16]=[C:15]2[CH2:14][CH2:13][CH2:12][N:29]1[CH2:30][CH2:31][N:26]([C:32]2[N:37]=[C:36]([C:38]([NH2:40])=[O:39])[CH:35]=[CH:34][N:33]=2)[CH2:27][CH2:28]1)#[N:25].